The task is: Predict which catalyst facilitates the given reaction.. This data is from Catalyst prediction with 721,799 reactions and 888 catalyst types from USPTO. (1) Product: [ClH:34].[ClH:34].[OH:27][NH:26][C:24](=[O:25])/[CH:23]=[CH:22]/[C:19]1[CH:18]=[N:17][C:16]([NH:15][C@@H:11]2[CH2:12][CH2:13][CH2:14][N:9]([CH2:8][CH2:7][C:1]3[CH:6]=[CH:5][CH:4]=[CH:3][CH:2]=3)[CH2:10]2)=[CH:21][N:20]=1. The catalyst class is: 14. Reactant: [C:1]1([CH2:7][CH2:8][N:9]2[CH2:14][CH2:13][CH2:12][C@@H:11]([NH:15][C:16]3[N:17]=[CH:18][C:19](/[CH:22]=[CH:23]/[C:24]([NH:26][O:27]C4CCCCO4)=[O:25])=[N:20][CH:21]=3)[CH2:10]2)[CH:6]=[CH:5][CH:4]=[CH:3][CH:2]=1.[ClH:34]. (2) Reactant: [Br:1][C:2]1[CH:3]=[C:4]([CH:41]=[C:42]([Br:45])[C:43]=1[OH:44])[CH2:5][C@H:6]([C:8]([NH:10][C@H:11]([C:27]([N:29]1[CH2:34][CH2:33][N:32]([C:35]2[CH:40]=[CH:39][N:38]=[CH:37][CH:36]=2)[CH2:31][CH2:30]1)=[O:28])[CH2:12][CH2:13][CH2:14][CH2:15][NH:16][C:17]([O:19][CH2:20][C:21]1[CH:26]=[CH:25][CH:24]=[CH:23][CH:22]=1)=[O:18])=[O:9])[NH2:7].[CH3:46][O:47][C:48]1[CH:58]=[CH:57][CH:56]=[CH:55][C:49]=1[CH2:50][CH2:51][N:52]=[C:53]=[O:54]. Product: [CH3:46][O:47][C:48]1[CH:58]=[CH:57][CH:56]=[CH:55][C:49]=1[CH2:50][CH2:51][NH:52][C:53]([NH:7][C@@H:6]([C:8]([NH:10][C@H:11]([C:27]([N:29]1[CH2:34][CH2:33][N:32]([C:35]2[CH:40]=[CH:39][N:38]=[CH:37][CH:36]=2)[CH2:31][CH2:30]1)=[O:28])[CH2:12][CH2:13][CH2:14][CH2:15][NH:16][C:17]([O:19][CH2:20][C:21]1[CH:26]=[CH:25][CH:24]=[CH:23][CH:22]=1)=[O:18])=[O:9])[CH2:5][C:4]1[CH:3]=[C:2]([Br:1])[C:43]([OH:44])=[C:42]([Br:45])[CH:41]=1)=[O:54]. The catalyst class is: 7. (3) Reactant: [OH:1][C@H:2]([C@@H:20]([NH:28][C:29](=[O:48])[C@H:30]([CH2:44][C:45](=[O:47])[NH2:46])[NH:31][C:32]([C:34]1[CH:43]=[CH:42][C:41]2[C:36](=[CH:37][CH:38]=[CH:39][CH:40]=2)[N:35]=1)=[O:33])[CH2:21][C:22]1[CH:27]=[CH:26][CH:25]=[CH:24][CH:23]=1)[CH2:3][N:4]([CH2:13][CH:14]1[CH2:19][CH2:18][CH2:17][CH2:16][CH2:15]1)[NH:5]C(OC(C)(C)C)=O. Product: [OH:1][C@H:2]([C@@H:20]([NH:28][C:29](=[O:48])[C@H:30]([CH2:44][C:45](=[O:47])[NH2:46])[NH:31][C:32]([C:34]1[CH:43]=[CH:42][C:41]2[C:36](=[CH:37][CH:38]=[CH:39][CH:40]=2)[N:35]=1)=[O:33])[CH2:21][C:22]1[CH:27]=[CH:26][CH:25]=[CH:24][CH:23]=1)[CH2:3][N:4]([CH2:13][CH:14]1[CH2:15][CH2:16][CH2:17][CH2:18][CH2:19]1)[NH2:5]. The catalyst class is: 106. (4) Reactant: C(OC([N:8]([CH2:21][CH:22]1[CH2:27][CH2:26][N:25]([C:28]([O:30][C:31]2[CH:32]=[C:33]([CH:37]=[CH:38][CH:39]=2)[C:34]([OH:36])=[O:35])=[O:29])[CH2:24][CH:23]1[C:40]1[CH:45]=[CH:44][CH:43]=[C:42]([F:46])[CH:41]=1)[C@@H:9]([C:11]1[C:20]2[C:15](=[CH:16][CH:17]=[CH:18][CH:19]=2)[CH:14]=[CH:13][CH:12]=1)[CH3:10])=O)(C)(C)C.[ClH:47].C(OCC)(=O)C. Product: [ClH:47].[F:46][C:42]1[CH:41]=[C:40]([CH:23]2[CH:22]([CH2:21][NH:8][C@@H:9]([C:11]3[C:20]4[C:15](=[CH:16][CH:17]=[CH:18][CH:19]=4)[CH:14]=[CH:13][CH:12]=3)[CH3:10])[CH2:27][CH2:26][N:25]([C:28]([O:30][C:31]3[CH:32]=[C:33]([CH:37]=[CH:38][CH:39]=3)[C:34]([OH:36])=[O:35])=[O:29])[CH2:24]2)[CH:45]=[CH:44][CH:43]=1. The catalyst class is: 13.